This data is from Forward reaction prediction with 1.9M reactions from USPTO patents (1976-2016). The task is: Predict the product of the given reaction. Given the reactants C[O:2][C:3]([C:5]1[CH:10]=[N:9][C:8]([C:11]2[CH:16]=[CH:15][C:14]([C:17]([F:20])([F:19])[F:18])=[CH:13][CH:12]=2)=[CH:7][N:6]=1)=O.CC(C[AlH]CC(C)C)C, predict the reaction product. The product is: [F:20][C:17]([F:18])([F:19])[C:14]1[CH:13]=[CH:12][C:11]([C:8]2[N:9]=[CH:10][C:5]([CH2:3][OH:2])=[N:6][CH:7]=2)=[CH:16][CH:15]=1.